This data is from Catalyst prediction with 721,799 reactions and 888 catalyst types from USPTO. The task is: Predict which catalyst facilitates the given reaction. (1) Reactant: P(Cl)(Cl)(Cl)=O.C[N:7]([CH:9]=O)C.C1(S([N:20]2[C:28]3[C:23](=[C:24]([CH2:29][C:30]([C:32]4[CH:37]=[CH:36][N:35]=[CH:34][CH:33]=4)=O)[CH:25]=[CH:26][CH:27]=3)[CH:22]=[N:21]2)(=O)=O)C=CC=CC=1.[ClH:38].NO. Product: [Cl:38]/[C:30](/[C:32]1[CH:33]=[CH:34][N:35]=[CH:36][CH:37]=1)=[C:29](\[C:24]1[CH:25]=[CH:26][CH:27]=[C:28]2[C:23]=1[CH:22]=[N:21][NH:20]2)/[C:9]#[N:7]. The catalyst class is: 4. (2) Reactant: [F:1][C:2]1[CH:11]=[C:10]([C:12]2[N:16]=[C:15]([C:17]3[CH:22]=[CH:21][C:20]([C:23]4[CH:28]=[CH:27][CH:26]=[CH:25][C:24]=4[CH3:29])=[C:19]([CH2:30][OH:31])[CH:18]=3)[O:14][N:13]=2)[CH:9]=[CH:8][C:3]=1[C:4]([O:6][CH3:7])=[O:5].CCN(C(C)C)C(C)C.[CH3:41][S:42](Cl)(=[O:44])=[O:43].O. Product: [F:1][C:2]1[CH:11]=[C:10]([C:12]2[N:16]=[C:15]([C:17]3[CH:22]=[CH:21][C:20]([C:23]4[CH:28]=[CH:27][CH:26]=[CH:25][C:24]=4[CH3:29])=[C:19]([CH2:30][O:31][S:42]([CH3:41])(=[O:44])=[O:43])[CH:18]=3)[O:14][N:13]=2)[CH:9]=[CH:8][C:3]=1[C:4]([O:6][CH3:7])=[O:5]. The catalyst class is: 2. (3) Reactant: [NH2:1][C:2]1[N:7]=[CH:6][N:5]=[C:4]2[N:8]([C@@H:27]3[CH2:31][CH2:30][NH:29][CH2:28]3)[N:9]=[C:10]([C:11]3[CH:26]=[CH:25][C:14]([C:15]([NH:17][C:18]4[CH:23]=[C:22]([CH3:24])[CH:21]=[CH:20][N:19]=4)=[O:16])=[CH:13][CH:12]=3)[C:3]=12.CCN(C(C)C)C(C)C.[C:41](Cl)(=[O:44])[CH:42]=[CH2:43]. Product: [C:41]([N:29]1[CH2:30][CH2:31][C@@H:27]([N:8]2[C:4]3=[N:5][CH:6]=[N:7][C:2]([NH2:1])=[C:3]3[C:10]([C:11]3[CH:12]=[CH:13][C:14]([C:15]([NH:17][C:18]4[CH:23]=[C:22]([CH3:24])[CH:21]=[CH:20][N:19]=4)=[O:16])=[CH:25][CH:26]=3)=[N:9]2)[CH2:28]1)(=[O:44])[CH:42]=[CH2:43]. The catalyst class is: 1. (4) Reactant: [C:1]([O:5][C:6]([N:8]1[CH2:13][CH2:12][CH:11]([C:14]2[CH:19]=[CH:18][CH:17]=[CH:16][C:15]=2[CH2:20][O:21]S(C)(=O)=O)[CH2:10][CH2:9]1)=[O:7])([CH3:4])([CH3:3])[CH3:2].C([O-])([O-])=O.[K+].[K+].[F:32][C:33]1[CH:38]=[C:37]([F:39])[CH:36]=[C:35]([F:40])[C:34]=1O. Product: [C:1]([O:5][C:6]([N:8]1[CH2:13][CH2:12][CH:11]([C:14]2[CH:19]=[CH:18][CH:17]=[CH:16][C:15]=2[CH2:20][O:21][C:34]2[C:33]([F:32])=[CH:38][C:37]([F:39])=[CH:36][C:35]=2[F:40])[CH2:10][CH2:9]1)=[O:7])([CH3:4])([CH3:3])[CH3:2]. The catalyst class is: 23. (5) Product: [C@H:1]1([C:15]([OH:17])=[O:16])[CH2:4][C@H:3]([C:5]([OH:7])=[O:6])[CH2:2]1. Reactant: [C@H:1]1([C:15]([O:17]CC2C=CC=CC=2)=[O:16])[CH2:4][C@H:3]([C:5]([O:7]CC2C=CC=CC=2)=[O:6])[CH2:2]1. The catalyst class is: 129. (6) Reactant: [CH2:1]([O:4][C:5]([N:7]1[C:13]2[CH:14]=[C:15]([O:20][CH2:21][CH2:22][CH2:23][C:24]([O:26]C)=[O:25])[C:16]([O:18][CH3:19])=[CH:17][C:12]=2[C:11](=[O:28])[N:10]2[CH2:29][CH2:30][CH2:31][C@H:9]2[CH:8]1[O:32][CH:33]1[CH2:38][CH2:37][CH2:36][CH2:35][O:34]1)=[O:6])[CH:2]=[CH2:3].[OH-].[Na+]. Product: [CH2:1]([O:4][C:5]([N:7]1[C:13]2[CH:14]=[C:15]([O:20][CH2:21][CH2:22][CH2:23][C:24]([OH:26])=[O:25])[C:16]([O:18][CH3:19])=[CH:17][C:12]=2[C:11](=[O:28])[N:10]2[CH2:29][CH2:30][CH2:31][C@H:9]2[CH:8]1[O:32][CH:33]1[CH2:38][CH2:37][CH2:36][CH2:35][O:34]1)=[O:6])[CH:2]=[CH2:3]. The catalyst class is: 24. (7) Reactant: [Br:1][C:2]1[CH:3]=[C:4]2[C:8](=[C:9]([C:11]([NH2:13])=[O:12])[CH:10]=1)[NH:7][CH:6]=[C:5]2[CH:14]1[CH2:19][CH2:18][NH:17][CH2:16][CH2:15]1.[CH2:20]([S:23](Cl)(=[O:25])=[O:24])[CH2:21][CH3:22]. Product: [Br:1][C:2]1[CH:3]=[C:4]2[C:8](=[C:9]([C:11]([NH2:13])=[O:12])[CH:10]=1)[NH:7][CH:6]=[C:5]2[CH:14]1[CH2:19][CH2:18][N:17]([S:23]([CH2:20][CH2:21][CH3:22])(=[O:25])=[O:24])[CH2:16][CH2:15]1. The catalyst class is: 17. (8) Reactant: [O:1]1[C:5]2([CH2:10][CH2:9][NH:8][CH2:7][CH2:6]2)[O:4][CH2:3][CH2:2]1.Br[C:12]1[CH:13]=[C:14]([CH:19]=[CH:20][CH:21]=1)[C:15]([O:17][CH3:18])=[O:16].C1C=CC(P(C2C=CC3C(=CC=CC=3)C=2C2C3C(=CC=CC=3)C=CC=2P(C2C=CC=CC=2)C2C=CC=CC=2)C2C=CC=CC=2)=CC=1.C([O-])([O-])=O.[Cs+].[Cs+]. Product: [O:1]1[C:5]2([CH2:10][CH2:9][N:8]([C:13]3[CH:12]=[CH:21][CH:20]=[CH:19][C:14]=3[C:15]([O:17][CH3:18])=[O:16])[CH2:7][CH2:6]2)[O:4][CH2:3][CH2:2]1. The catalyst class is: 222.